From a dataset of TCR-epitope binding with 47,182 pairs between 192 epitopes and 23,139 TCRs. Binary Classification. Given a T-cell receptor sequence (or CDR3 region) and an epitope sequence, predict whether binding occurs between them. The epitope is FLYALALLL. The TCR CDR3 sequence is CASSLGWANQPQHF. Result: 0 (the TCR does not bind to the epitope).